From a dataset of Reaction yield outcomes from USPTO patents with 853,638 reactions. Predict the reaction yield, written as a fraction of the theoretical maximum amount of product (1.0 means a 100% yield; for example, 0.34 means a 34% yield). (1) The reactants are Cl[C:2]1[N:3]=[CH:4][C:5]2[N:6]([CH3:21])[C:7](=[O:20])[C:8]3([CH2:19][CH2:18]3)[CH2:9][N:10]([CH:13]3[CH2:17][CH2:16][CH2:15][CH2:14]3)[C:11]=2[N:12]=1.[NH2:22][C:23]1[CH:41]=[CH:40][C:26]([C:27]([NH:29][CH:30]2[CH2:37][C@H:36]3[N:38]([CH3:39])[C@H:32]([CH2:33][CH2:34][CH2:35]3)[CH2:31]2)=[O:28])=[CH:25][C:24]=1[F:42].O.C1(C)C=CC(S(O)(=O)=O)=CC=1. The catalyst is CC(C)CC(O)C.CO. The product is [CH:13]1([N:10]2[CH2:9][C:8]3([CH2:19][CH2:18]3)[C:7](=[O:20])[N:6]([CH3:21])[C:5]3[CH:4]=[N:3][C:2]([NH:22][C:23]4[CH:41]=[CH:40][C:26]([C:27]([NH:29][CH:30]5[CH2:37][C@H:36]6[N:38]([CH3:39])[C@H:32]([CH2:33][CH2:34][CH2:35]6)[CH2:31]5)=[O:28])=[CH:25][C:24]=4[F:42])=[N:12][C:11]2=3)[CH2:17][CH2:16][CH2:15][CH2:14]1. The yield is 0.280. (2) The reactants are [C:1]([N:8]1[CH2:13][CH2:12][C:11](=[O:14])[CH2:10][CH2:9]1)([O:3][C:4]([CH3:7])([CH3:6])[CH3:5])=[O:2].[CH3:15][Mg]Br. The catalyst is C(OCC)C. The product is [C:4]([O:3][C:1]([N:8]1[CH2:13][CH2:12][C:11]([OH:14])([CH3:15])[CH2:10][CH2:9]1)=[O:2])([CH3:7])([CH3:6])[CH3:5]. The yield is 0.620. (3) The reactants are [O:1]=[C:2]1[C:10](=[C:11]2[C:19]3[C:14](=[CH:15][C:16]([CH2:20][CH2:21][CH2:22]OS(C)(=O)=O)=[CH:17][CH:18]=3)[CH2:13][O:12]2)[C:9]2[C:4](=[CH:5][CH:6]=[CH:7][CH:8]=2)[NH:3]1.[NH:28]1[CH2:33][CH2:32][O:31][CH2:30][CH2:29]1.O. The catalyst is CN(C=O)C. The product is [N:28]1([CH2:22][CH2:21][CH2:20][C:16]2[CH:15]=[C:14]3[C:19](=[CH:18][CH:17]=2)[C:11](=[C:10]2[C:9]4[C:4](=[CH:5][CH:6]=[CH:7][CH:8]=4)[NH:3][C:2]2=[O:1])[O:12][CH2:13]3)[CH2:33][CH2:32][O:31][CH2:30][CH2:29]1. The yield is 0.980. (4) The reactants are [CH3:1][C:2]1[CH:10]=[N:9][CH:8]=[CH:7][C:3]=1[C:4]([OH:6])=O.C(Cl)(=O)C(Cl)=O.CCN(CC)CC.[C:24]([NH2:28])([CH3:27])([CH3:26])[CH3:25]. The catalyst is C(Cl)Cl.CN(C=O)C. The product is [C:24]([NH:28][C:4](=[O:6])[C:3]1[CH:7]=[CH:8][N:9]=[CH:10][C:2]=1[CH3:1])([CH3:27])([CH3:26])[CH3:25]. The yield is 0.710. (5) The reactants are [CH2:1]([O:8][C:9]1[N:14]=[CH:13][C:12]([OH:15])=[CH:11][CH:10]=1)[C:2]1[CH:7]=[CH:6][CH:5]=[CH:4][CH:3]=1.[H-].[Na+].[CH3:18][O:19][CH2:20]Cl. The catalyst is CN(C=O)C. The product is [CH2:1]([O:8][C:9]1[CH:10]=[CH:11][C:12]([O:15][CH2:18][O:19][CH3:20])=[CH:13][N:14]=1)[C:2]1[CH:3]=[CH:4][CH:5]=[CH:6][CH:7]=1. The yield is 0.870. (6) The reactants are [OH:1][CH2:2][C:3]([CH3:38])([CH3:37])[O:4][C:5]1[CH:10]=[CH:9][C:8]([N:11]2[C:16](=[O:17])[C:15]([CH2:18][C:19]3[CH:24]=[CH:23][C:22]([C:25]4[C:26]([C:31]#[N:32])=[CH:27][CH:28]=[CH:29][CH:30]=4)=[CH:21][CH:20]=3)=[C:14]([CH2:33][CH2:34][CH3:35])[N:13]=[C:12]2[CH3:36])=[CH:7][CH:6]=1.CC(OI1(OC(C)=O)(OC(C)=O)OC(=O)C2C1=CC=CC=2)=O.C(OCC)(=O)C.S([O-])([O-])(=O)=S.[Na+].[Na+]. The catalyst is C(Cl)Cl.O. The product is [CH3:37][C:3]([CH3:38])([O:4][C:5]1[CH:6]=[CH:7][C:8]([N:11]2[C:16](=[O:17])[C:15]([CH2:18][C:19]3[CH:24]=[CH:23][C:22]([C:25]4[C:26]([C:31]#[N:32])=[CH:27][CH:28]=[CH:29][CH:30]=4)=[CH:21][CH:20]=3)=[C:14]([CH2:33][CH2:34][CH3:35])[N:13]=[C:12]2[CH3:36])=[CH:9][CH:10]=1)[CH:2]=[O:1]. The yield is 0.790. (7) The reactants are CN(C=[N:5][S:6]([C:9]1[CH:14]=[CH:13][C:12]([C:15]2[C:19]([CH3:20])=[C:18]([C:21]3[CH:26]=[CH:25][C:24]([O:27][CH3:28])=[CH:23][CH:22]=3)[S:17][C:16]=2[C:29](N(OC)C)=[O:30])=[CH:11][CH:10]=1)(=[O:8])=[O:7])C.[CH2:35]1COC[CH2:36]1. No catalyst specified. The product is [CH3:28][O:27][C:24]1[CH:23]=[CH:22][C:21]([C:18]2[S:17][C:16]([C:29](=[O:30])[CH2:35][CH3:36])=[C:15]([C:12]3[CH:13]=[CH:14][C:9]([S:6]([NH2:5])(=[O:8])=[O:7])=[CH:10][CH:11]=3)[C:19]=2[CH3:20])=[CH:26][CH:25]=1. The yield is 0.370. (8) The reactants are [C:1]([C:5]1[CH:10]=[CH:9][C:8]([S:11]([NH:14][C:15]2[CH:16]=[C:17]3[C:21](=[CH:22][CH:23]=2)[NH:20][C:19]([C:24](O)=[O:25])=[C:18]3[C:27]2[CH:32]=[CH:31][CH:30]=[C:29]([O:33][CH3:34])[CH:28]=2)(=[O:13])=[O:12])=[CH:7][CH:6]=1)([CH3:4])([CH3:3])[CH3:2].[NH2:35][CH:36]1[CH2:41][CH2:40][O:39][CH2:38][CH2:37]1. The catalyst is ClCCl.CO. The product is [O:39]1[CH2:40][CH2:41][CH:36]([NH:35][C:24]([C:19]2[NH:20][C:21]3[C:17]([C:18]=2[C:27]2[CH:32]=[CH:31][CH:30]=[C:29]([O:33][CH3:34])[CH:28]=2)=[CH:16][C:15]([NH:14][S:11]([C:8]2[CH:7]=[CH:6][C:5]([C:1]([CH3:4])([CH3:3])[CH3:2])=[CH:10][CH:9]=2)(=[O:12])=[O:13])=[CH:23][CH:22]=3)=[O:25])[CH2:37][CH2:38]1. The yield is 0.750. (9) The reactants are COCCOC.Cl[C:8]1[CH:13]=[C:12]([O:14][CH3:15])[N:11]=[CH:10][N:9]=1.[CH3:16][C:17]1[CH:23]=[CH:22][C:20]([NH2:21])=[C:19](B2OC(C)(C)C(C)(C)O2)[CH:18]=1.C([O-])([O-])=O.[Na+].[Na+]. The catalyst is O.CCO. The product is [CH3:15][O:14][C:12]1[N:11]=[CH:10][N:9]=[C:8]([C:19]2[CH:18]=[C:17]([CH3:16])[CH:23]=[CH:22][C:20]=2[NH2:21])[CH:13]=1. The yield is 0.290.